Dataset: Reaction yield outcomes from USPTO patents with 853,638 reactions. Task: Predict the reaction yield, written as a fraction of the theoretical maximum amount of product (1.0 means a 100% yield; for example, 0.34 means a 34% yield). (1) The reactants are [Cl:1][C:2]1[CH:3]=[C:4]([N:9]2C(=O)[O:12][N:11]=[C:10]2[C:15]2[C:16]([NH:20][CH2:21][CH2:22][NH:23][S:24]([NH2:27])(=[O:26])=[O:25])=[N:17][O:18][N:19]=2)[CH:5]=[CH:6][C:7]=1[F:8].[OH-].[Na+]. The catalyst is CO. The product is [NH2:27][S:24]([NH:23][CH2:22][CH2:21][NH:20][C:16]1[C:15]([C:10](=[N:11][OH:12])[NH:9][C:4]2[CH:5]=[CH:6][C:7]([F:8])=[C:2]([Cl:1])[CH:3]=2)=[N:19][O:18][N:17]=1)(=[O:25])=[O:26]. The yield is 0.920. (2) The reactants are [CH3:1][N:2]([CH3:50])[C:3]([C:5]1[CH:10]=[C:9]([C:11]2[CH:12]=[C:13]3[C:19]([C:20]4[CH:25]=[CH:24][CH:23]=[CH:22][C:21]=4[O:26][CH3:27])=[CH:18][N:17](S(C4C=CC(C)=CC=4)(=O)=O)[C:14]3=[N:15][CH:16]=2)[CH:8]=[CH:7][C:6]=1[NH:38][C:39]([CH:41]1[CH2:46][CH2:45][CH2:44][N:43]([CH:47]([CH3:49])[CH3:48])[CH2:42]1)=[O:40])=[O:4].[OH-].[K+]. The catalyst is CO.CN(C)C=O. The product is [CH3:50][N:2]([CH3:1])[C:3]([C:5]1[CH:10]=[C:9]([C:11]2[CH:12]=[C:13]3[C:19]([C:20]4[CH:25]=[CH:24][CH:23]=[CH:22][C:21]=4[O:26][CH3:27])=[CH:18][NH:17][C:14]3=[N:15][CH:16]=2)[CH:8]=[CH:7][C:6]=1[NH:38][C:39]([CH:41]1[CH2:46][CH2:45][CH2:44][N:43]([CH:47]([CH3:48])[CH3:49])[CH2:42]1)=[O:40])=[O:4]. The yield is 0.319. (3) The reactants are Cl[C:2]1[C:11]2[C:6](=[CH:7][C:8]([O:14][CH2:15][CH:16]3[CH2:21][CH2:20][N:19]([CH2:22][CH2:23][S:24]([CH3:27])(=[O:26])=[O:25])[CH2:18][CH2:17]3)=[C:9]([O:12][CH3:13])[CH:10]=2)[N:5]=[CH:4][N:3]=1.[OH:28][C:29]1[CH:38]=[C:37]2[C:32]([CH:33]=[CH:34][C:35]([CH3:39])=[N:36]2)=[CH:31][CH:30]=1. No catalyst specified. The product is [CH3:13][O:12][C:9]1[CH:10]=[C:11]2[C:6](=[CH:7][C:8]=1[O:14][CH2:15][CH:16]1[CH2:21][CH2:20][N:19]([CH2:22][CH2:23][S:24]([CH3:27])(=[O:26])=[O:25])[CH2:18][CH2:17]1)[N:5]=[CH:4][N:3]=[C:2]2[O:28][C:29]1[CH:38]=[C:37]2[C:32]([CH:33]=[CH:34][C:35]([CH3:39])=[N:36]2)=[CH:31][CH:30]=1. The yield is 0.820. (4) The reactants are [CH:1]1([CH2:6][C:7]([NH:9][C:10]2[C:15]([C:16]([F:19])([F:18])[F:17])=[CH:14][C:13]([N:20]3[CH2:25][CH2:24][O:23][CH2:22][CH2:21]3)=[CH:12][C:11]=2Br)=[O:8])[CH2:5][CH2:4][CH2:3][CH2:2]1.[N:27]1[CH:32]=[CH:31][CH:30]=[C:29](B(O)O)[CH:28]=1.C(=O)([O-])[O-].[K+].[K+]. The yield is 0.180. The catalyst is CC(C)=O.C([O-])(=O)C.[Pd+2].C([O-])(=O)C. The product is [CH:1]1([CH2:6][C:7]([NH:9][C:10]2[C:15]([C:16]([F:19])([F:18])[F:17])=[CH:14][C:13]([N:20]3[CH2:25][CH2:24][O:23][CH2:22][CH2:21]3)=[CH:12][C:11]=2[C:29]2[CH:28]=[N:27][CH:32]=[CH:31][CH:30]=2)=[O:8])[CH2:5][CH2:4][CH2:3][CH2:2]1. (5) The reactants are [N:1]12[CH2:8][CH2:7][CH:4]([CH2:5][CH2:6]1)[CH:3]([C@H:9]1[C:18](=[O:19])[C:17]3[C:12]4=[C:13]([N:20](COCC[Si](C)(C)C)[N:21]=[C:11]4[CH2:10]1)[CH:14]=[N:15][CH:16]=3)[CH2:2]2.[ClH:30]. The catalyst is O1CCOCC1. The product is [ClH:30].[N:1]12[CH2:8][CH2:7][CH:4]([CH2:5][CH2:6]1)[CH:3]([C@H:9]1[C:18](=[O:19])[C:17]3[C:12]4=[C:13]([NH:20][N:21]=[C:11]4[CH2:10]1)[CH:14]=[N:15][CH:16]=3)[CH2:2]2. The yield is 0.180. (6) The reactants are [CH3:1][O:2][C:3]1[CH:8]=[CH:7][CH:6]=[CH:5][C:4]=1[C:9]1[C:13]([C:14]([OH:16])=O)=[C:12]([CH3:17])[O:11][N:10]=1.[Cl:18][C:19]1[C:25]([N:26]2[CH2:31][CH2:30][NH:29][CH2:28][CH2:27]2)=[CH:24][C:22]([NH2:23])=[C:21]([N+:32]([O-:34])=[O:33])[CH:20]=1.C(Cl)CCl.CN(C=O)C. The catalyst is CN(C)C1C=CN=CC=1.C(Cl)Cl. The product is [NH2:23][C:22]1[C:21]([N+:32]([O-:34])=[O:33])=[CH:20][C:19]([Cl:18])=[C:25]([N:26]2[CH2:31][CH2:30][N:29]([C:14]([C:13]3[C:9]([C:4]4[CH:5]=[CH:6][CH:7]=[CH:8][C:3]=4[O:2][CH3:1])=[N:10][O:11][C:12]=3[CH3:17])=[O:16])[CH2:28][CH2:27]2)[CH:24]=1. The yield is 0.389. (7) The reactants are C(OC([N:8]1[CH2:13][CH2:12][CH:11]([N:14]2[C:22]3[C:17](=[CH:18][CH:19]=[C:20]([F:23])[CH:21]=3)[C:16]([C:24]3[N:25]=[C:26]4[C:32]([C:33](=[O:48])[NH:34][CH:35]5[CH2:39][CH2:38][CH:37]([NH:40]C(OC(C)(C)C)=O)[CH2:36]5)=[CH:31][N:30](COCC[Si](C)(C)C)[C:27]4=[N:28][CH:29]=3)=[N:15]2)[CH2:10][CH2:9]1)=O)(C)(C)C.FC(F)(F)C(O)=O.C(N)CN.O. The catalyst is ClCCl.C(OCC)(=O)C. The product is [NH2:40][CH:37]1[CH2:38][CH2:39][CH:35]([NH:34][C:33]([C:32]2[C:26]3[C:27](=[N:28][CH:29]=[C:24]([C:16]4[C:17]5[C:22](=[CH:21][C:20]([F:23])=[CH:19][CH:18]=5)[N:14]([CH:11]5[CH2:12][CH2:13][NH:8][CH2:9][CH2:10]5)[N:15]=4)[N:25]=3)[NH:30][CH:31]=2)=[O:48])[CH2:36]1. The yield is 0.730. (8) The reactants are [OH:1][C:2]1[C:7]([CH:8]([CH3:10])[CH3:9])=[N:6][NH:5][C:4](=[O:11])[C:3]=1[C:12]([O:14]CC)=O.[H-].[Na+].[Br:19][C:20]1[CH:27]=[CH:26][C:23]([CH2:24]Br)=[CH:22][CH:21]=1.[Na+].[NH2:29][CH2:30][C:31]([O-:33])=[O:32].Cl. The catalyst is CN(C)C=O.O. The product is [Br:19][C:20]1[CH:27]=[CH:26][C:23]([CH2:24][N:5]2[C:4](=[O:11])[C:3]([C:12]([NH:29][CH2:30][C:31]([OH:33])=[O:32])=[O:14])=[C:2]([OH:1])[C:7]([CH:8]([CH3:9])[CH3:10])=[N:6]2)=[CH:22][CH:21]=1. The yield is 0.303. (9) The reactants are C[O:2][C:3]1[N:8]=[C:7]([CH2:9][O:10][N:11]=[C:12]2[CH2:17][CH2:16][N:15](S(C3C=CC(CCCC)=CC=3)(=O)=O)[CH2:14][CH2:13]2)[CH:6]=[CH:5][CH:4]=1.Cl[Si](C)(C)C.[O-:36][S:37]([O-:40])(=S)=O.[Na+].[Na+].[C:43](#N)[CH3:44]. No catalyst specified. The product is [CH2:17]([C:44]1[CH:43]=[CH:6][C:5]([S:37]([CH:9]([O:10][N:11]=[C:12]2[CH2:13][CH2:14][NH:15][CH2:16][CH2:17]2)[C:7]2[NH:8][C:3](=[O:2])[CH:4]=[CH:5][CH:6]=2)(=[O:40])=[O:36])=[CH:4][CH:3]=1)[CH2:12][CH2:13][CH3:14]. The yield is 0.860.